From a dataset of Forward reaction prediction with 1.9M reactions from USPTO patents (1976-2016). Predict the product of the given reaction. (1) Given the reactants Cl.N1CCC(C2C=CC3NC([C:15](N4CCN(CC5C=CC(C(F)(F)F)=CC=5)CC4)=[O:16])=NC=3C=2)CC1.C([N:38]([CH2:41][CH3:42])[CH2:39][CH3:40])C.[C:43](O)(=[O:45])C.Cl[CH2:48]Cl, predict the reaction product. The product is: [CH3:43][O:45][C:41]1[CH:42]=[CH:48][C:40]([CH:15]=[O:16])=[CH:39][N:38]=1. (2) The product is: [CH3:1][O:2][C:3]1[CH:4]=[C:5]([CH2:20][C:21]([N:23]([CH2:25][CH2:26][CH2:27][C:28]2[CH:29]=[CH:30][C:31]([C:32]([OH:34])=[O:33])=[CH:37][CH:38]=2)[CH3:24])=[O:22])[CH:6]=[CH:7][C:8]=1[NH:9][C:10]([NH:12][C:13]1[CH:18]=[CH:17][CH:16]=[CH:15][C:14]=1[CH3:19])=[O:11]. Given the reactants [CH3:1][O:2][C:3]1[CH:4]=[C:5]([CH2:20][C:21]([N:23]([CH2:25][CH2:26][CH2:27][C:28]2[CH:38]=[CH:37][C:31]([C:32]([O:34]CC)=[O:33])=[CH:30][CH:29]=2)[CH3:24])=[O:22])[CH:6]=[CH:7][C:8]=1[NH:9][C:10]([NH:12][C:13]1[CH:18]=[CH:17][CH:16]=[CH:15][C:14]=1[CH3:19])=[O:11].[OH-].[Na+].Cl, predict the reaction product. (3) Given the reactants [CH:1]1([NH:5][C:6]2[CH:11]=[CH:10][C:9]([NH:12][C:13](=[O:15])[CH3:14])=[CH:8][C:7]=2[N+:16]([O-])=O)[CH2:4][CH2:3][CH2:2]1.[H][H], predict the reaction product. The product is: [NH2:16][C:7]1[CH:8]=[C:9]([NH:12][C:13](=[O:15])[CH3:14])[CH:10]=[CH:11][C:6]=1[NH:5][CH:1]1[CH2:2][CH2:3][CH2:4]1. (4) Given the reactants B.C1COCC1.[O:7]1[CH2:12][CH2:11][O:10][C:9]2[CH:13]=[C:14]([CH2:17][C:18](O)=[O:19])[CH:15]=[CH:16][C:8]1=2.O, predict the reaction product. The product is: [O:7]1[CH2:12][CH2:11][O:10][C:9]2[CH:13]=[C:14]([CH2:17][CH2:18][OH:19])[CH:15]=[CH:16][C:8]1=2. (5) Given the reactants [CH3:1][O:2][C:3](=[O:6])[CH2:4][NH2:5].[CH3:7][O:8][CH2:9][CH2:10][O:11][C:12]1[CH:13]=[C:14]([CH:17]=[CH:18][CH:19]=1)[CH:15]=O, predict the reaction product. The product is: [CH3:7][O:8][CH2:9][CH2:10][O:11][C:12]1[CH:13]=[C:14]([CH:17]=[CH:18][CH:19]=1)[CH2:15][NH:5][CH2:4][C:3]([O:2][CH3:1])=[O:6]. (6) Given the reactants C(OC([NH:8][N:9]([C:13]([C:15]1[S:16][C:17]2[CH2:18][CH2:19][O:20][C:21]3[CH:28]=[C:27]([Br:29])[CH:26]=[CH:25][C:22]=3[C:23]=2[N:24]=1)=[O:14])[CH:10]([CH3:12])[CH3:11])=O)(C)(C)C.[ClH:30].O1CCOCC1, predict the reaction product. The product is: [ClH:30].[CH:10]([N:9]([C:13]([C:15]1[S:16][C:17]2[CH2:18][CH2:19][O:20][C:21]3[CH:28]=[C:27]([Br:29])[CH:26]=[CH:25][C:22]=3[C:23]=2[N:24]=1)=[O:14])[NH2:8])([CH3:12])[CH3:11]. (7) Given the reactants [NH2:1][C:2]1[S:3][C:4]([C:10]2[C:15]([F:16])=[CH:14][C:13]([C:17]([OH:20])([CH3:19])[CH3:18])=[CH:12][C:11]=2[F:21])=[CH:5][C:6]=1[C:7]([NH2:9])=[O:8].Cl[C:23]1[N:28]=[C:27]([O:29][CH3:30])[C:26]([C:31]([OH:34])([CH3:33])[CH3:32])=[CH:25][CH:24]=1, predict the reaction product. The product is: [F:16][C:15]1[CH:14]=[C:13]([C:17]([OH:20])([CH3:18])[CH3:19])[CH:12]=[C:11]([F:21])[C:10]=1[C:4]1[S:3][C:2]([NH:1][C:23]2[CH:24]=[CH:25][C:26]([C:31]([OH:34])([CH3:33])[CH3:32])=[C:27]([O:29][CH3:30])[N:28]=2)=[C:6]([C:7]([NH2:9])=[O:8])[CH:5]=1. (8) Given the reactants [NH2:1][C:2]1[C:3]([C:16]2[O:20][C:19]([C@@:21]([OH:27])([CH3:26])[C:22]([F:25])([F:24])[F:23])=[N:18][N:17]=2)=[N:4][C:5]([O:14][CH3:15])=[C:6]([C:10]([F:13])([F:12])[F:11])[C:7]=1[CH:8]=[CH2:9].[CH3:28]C1(C)C(C)(C)OB(C(C)=C)O1, predict the reaction product. The product is: [NH2:1][C:2]1[C:3]([C:16]2[O:20][C:19]([C@@:21]([OH:27])([CH3:26])[C:22]([F:25])([F:24])[F:23])=[N:18][N:17]=2)=[N:4][C:5]([O:14][CH3:15])=[C:6]([C:10]([F:12])([F:13])[F:11])[C:7]=1[C:8]([CH3:28])=[CH2:9]. (9) Given the reactants [CH3:1][C:2]1[C:3]([CH2:14][S:15][C:16]2[NH:20][C:19]3[CH:21]=[CH:22][CH:23]=[CH:24][C:18]=3[N:17]=2)=[N:4][CH:5]=[CH:6][C:7]=1[O:8][CH2:9][C:10]([F:13])([F:12])[F:11].CC([O:29]O)(C)C.O, predict the reaction product. The product is: [CH3:1][C:2]1[C:7]([O:8][CH2:9][C:10]([F:12])([F:11])[F:13])=[CH:6][CH:5]=[N:4][C:3]=1[CH2:14][S+:15]([O-:29])[C:16]1[NH:20][C:19]2[CH:21]=[CH:22][CH:23]=[CH:24][C:18]=2[N:17]=1.